From a dataset of Full USPTO retrosynthesis dataset with 1.9M reactions from patents (1976-2016). Predict the reactants needed to synthesize the given product. Given the product [F:32][C:31]([F:34])([F:33])[C:29]([OH:35])=[O:30].[CH3:25][O:24][C:21]1[CH:22]=[C:23]2[C:18](=[CH:19][C:20]=1[O:26][CH3:27])[N:17]=[CH:16][N:15]=[C:14]2[N:11]1[CH2:10][CH2:9][CH:8]([NH2:7])[CH2:13][CH2:12]1, predict the reactants needed to synthesize it. The reactants are: C(OC(=O)[NH:7][CH:8]1[CH2:13][CH2:12][N:11]([C:14]2[C:23]3[C:18](=[CH:19][C:20]([O:26][CH3:27])=[C:21]([O:24][CH3:25])[CH:22]=3)[N:17]=[CH:16][N:15]=2)[CH2:10][CH2:9]1)(C)(C)C.[C:29]([OH:35])([C:31]([F:34])([F:33])[F:32])=[O:30].